Dataset: Catalyst prediction with 721,799 reactions and 888 catalyst types from USPTO. Task: Predict which catalyst facilitates the given reaction. (1) Reactant: C(O)(=O)C.[Br:5][C:6]1[CH:7]=[N:8][N:9]([CH:11]2[CH2:16][CH2:15][NH:14][CH2:13][CH2:12]2)[CH:10]=1.C(O[C:20]1(O[Si](C)(C)C)[CH2:22][CH2:21]1)C.C([BH3-])#N.[Na+]. Product: [Br:5][C:6]1[CH:7]=[N:8][N:9]([CH:11]2[CH2:16][CH2:15][N:14]([CH:20]3[CH2:22][CH2:21]3)[CH2:13][CH2:12]2)[CH:10]=1. The catalyst class is: 5. (2) Reactant: [C:1]([C:5]1[CH:10]=[CH:9][CH:8]=[C:7]([C:11]2([N:14]=[C:15]=[O:16])[CH2:13][CH2:12]2)[CH:6]=1)([CH3:4])([CH3:3])[CH3:2].[Br:17][C:18]1[CH:33]=[CH:32][C:21]([CH2:22][C@H:23]2[C@@H:28]([OH:29])[CH:27]=[CH:26][S:25](=[O:31])(=[O:30])[CH2:24]2)=[CH:20][CH:19]=1.C1CCN2C(=NCCC2)CC1. Product: [Br:17][C:18]1[CH:19]=[CH:20][C:21]([CH2:22][C@H:23]2[C@@H:28]3[C@@H:27]([N:14]([C:11]4([C:7]5[CH:8]=[CH:9][CH:10]=[C:5]([C:1]([CH3:4])([CH3:3])[CH3:2])[CH:6]=5)[CH2:13][CH2:12]4)[C:15](=[O:16])[O:29]3)[CH2:26][S:25](=[O:31])(=[O:30])[CH2:24]2)=[CH:32][CH:33]=1. The catalyst class is: 10. (3) Reactant: CC(C)=O.[N-:5]=[N+:6]=[N-:7].[Na+].Br[CH2:10][C:11]([O:13][CH2:14][CH3:15])=[O:12]. Product: [N:5]([CH2:10][C:11]([O:13][CH2:14][CH3:15])=[O:12])=[N+:6]=[N-:7]. The catalyst class is: 6. (4) Reactant: [CH2:1]([N:8]1[C:12]([C:13]2[CH:18]=[CH:17][C:16]([F:19])=[CH:15][CH:14]=2)=[CH:11][C:10]([CH3:20])=[N:9]1)[C:2]1[CH:7]=[CH:6][CH:5]=[CH:4][CH:3]=1.[Br:21]N1C(=O)CCC1=O. Product: [CH2:1]([N:8]1[C:12]([C:13]2[CH:14]=[CH:15][C:16]([F:19])=[CH:17][CH:18]=2)=[C:11]([Br:21])[C:10]([CH3:20])=[N:9]1)[C:2]1[CH:3]=[CH:4][CH:5]=[CH:6][CH:7]=1. The catalyst class is: 10. (5) Reactant: [OH-].[Na+].[Cl:3][C:4]1[CH:5]=[C:6]([C:14]2[O:18][N:17]=[C:16]([C:19]3[C:20]([CH2:33][CH3:34])=[C:21]([CH2:25][CH2:26][CH2:27][C:28]([O:30]CC)=[O:29])[CH:22]=[CH:23][CH:24]=3)[N:15]=2)[CH:7]=[N:8][C:9]=1[O:10][CH:11]([CH3:13])[CH3:12].Cl. Product: [Cl:3][C:4]1[CH:5]=[C:6]([C:14]2[O:18][N:17]=[C:16]([C:19]3[C:20]([CH2:33][CH3:34])=[C:21]([CH2:25][CH2:26][CH2:27][C:28]([OH:30])=[O:29])[CH:22]=[CH:23][CH:24]=3)[N:15]=2)[CH:7]=[N:8][C:9]=1[O:10][CH:11]([CH3:13])[CH3:12]. The catalyst class is: 378. (6) Reactant: C(OC(=O)[NH:7][C:8]1[CH:13]=[C:12]([O:14][C:15]2[CH:20]=[C:19]([F:21])[C:18]([NH:22][C:23]([N:25]3[CH2:29][CH2:28][N:27]([CH:30]4[CH2:35][CH2:34][O:33][CH2:32][CH2:31]4)[C:26]3=[O:36])=[O:24])=[CH:17][C:16]=2[Cl:37])[CH:11]=[CH:10][N:9]=1)(C)(C)C. Product: [NH2:7][C:8]1[CH:13]=[C:12]([O:14][C:15]2[C:16]([Cl:37])=[CH:17][C:18]([NH:22][C:23]([N:25]3[CH2:29][CH2:28][N:27]([CH:30]4[CH2:31][CH2:32][O:33][CH2:34][CH2:35]4)[C:26]3=[O:36])=[O:24])=[C:19]([F:21])[CH:20]=2)[CH:11]=[CH:10][N:9]=1. The catalyst class is: 67.